This data is from Experimentally validated miRNA-target interactions with 360,000+ pairs, plus equal number of negative samples. The task is: Binary Classification. Given a miRNA mature sequence and a target amino acid sequence, predict their likelihood of interaction. The miRNA is mmu-miR-467d-3p with sequence AUAUACAUACACACACCUACAC. The protein sequence of the target gene is MDFLNHNYLSARASYDYTFNFWNDYLGLSTLVTKNSKHSVPQNPNSITESLKATLGLDDSPPCPCVMGEGDSGGHLDSCCCPPPASISILDLKERFSILSPFQNQNQGSLLSSSQEREIGIGGGFAGFDLFGVERKMRKPAARNKQEPKICVFCRNNGAPEEVYGSHVLKTPDGRVVCPILRAYTCPLCSANGDNAHTIKYCPLSKDQPAQRVLKGGRAVGGKRVKIF. Result: 0 (no interaction).